Dataset: Experimentally validated miRNA-target interactions with 360,000+ pairs, plus equal number of negative samples. Task: Binary Classification. Given a miRNA mature sequence and a target amino acid sequence, predict their likelihood of interaction. The protein sequence of the target gene is MVWEVKTNQMPNAVQKLLLVMDKRASGMNDSLELLQCNENLPSSPGYNSCDEHMELDDLPELQAVQSDPTQSGMYQLSSDVSHQEYPRSSWNQNTSDIPETTYRENEVDWLTELANIATSPQSPLMQCSFYNRSSPVHIIATSKSLHSYARPPPVSSSSKSEPAFPHHHWKEETPVRHERANSESESGIFCMSSLSDDDDLGWCNSWPSTVWHCFLKGTRLCFHKGSNKEWQDVEDFARAEGCDNEEDLQMGIHKGYGSDGLKLLSHEESVSFGESVLKLTFDPGTVEDGLLTVECKLDH.... The miRNA is mmu-miR-466q with sequence GUGCACACACACACAUACGU. Result: 0 (no interaction).